Dataset: Catalyst prediction with 721,799 reactions and 888 catalyst types from USPTO. Task: Predict which catalyst facilitates the given reaction. (1) The catalyst class is: 21. Reactant: [Cl:1][C:2]1[CH:7]=[C:6]([Cl:8])[CH:5]=[CH:4][C:3]=1[C:9]1[C:10](=[O:29])[O:11][C:12]2[C:17]([C:18]=1[CH2:19][C:20]1[CH:25]=[CH:24][C:23]([OH:26])=[CH:22][CH:21]=1)=[CH:16][CH:15]=[C:14]([O:27][CH3:28])[CH:13]=2.[Br:30][CH2:31][CH2:32]Br.C([O-])([O-])=O.[K+].[K+].C(Cl)Cl.O. Product: [Br:30][CH2:31][CH2:32][O:26][C:23]1[CH:24]=[CH:25][C:20]([CH2:19][C:18]2[C:17]3[C:12](=[CH:13][C:14]([O:27][CH3:28])=[CH:15][CH:16]=3)[O:11][C:10](=[O:29])[C:9]=2[C:3]2[CH:4]=[CH:5][C:6]([Cl:8])=[CH:7][C:2]=2[Cl:1])=[CH:21][CH:22]=1. (2) Reactant: [OH:1][C:2]1[CH:3]=[CH:4][C:5]2[C:14]3[N:13]=[CH:12][CH:11]=[CH:10][C:9]=3[C:8](=[O:15])[N:7]([CH2:16][O:17][CH3:18])[C:6]=2[CH:19]=1.C(=O)([O-])[O-].[K+].[K+].[CH3:26][N:27]([CH3:31])[CH2:28][CH2:29]Cl. Product: [CH3:26][N:27]([CH3:31])[CH2:28][CH2:29][O:1][C:2]1[CH:3]=[CH:4][C:5]2[C:14]3[N:13]=[CH:12][CH:11]=[CH:10][C:9]=3[C:8](=[O:15])[N:7]([CH2:16][O:17][CH3:18])[C:6]=2[CH:19]=1. The catalyst class is: 9. (3) Reactant: [Br:1][C:2]1[CH:29]=[C:28]([F:30])[C:5]([CH2:6][N:7]2[C:11]3[CH:12]=[C:13]([OH:16])[CH:14]=[CH:15][C:10]=3[N:9]=[C:8]2[C@H:17]2[CH2:22][CH2:21][CH2:20][CH2:19][C@H:18]2[C:23]([O:25][CH2:26][CH3:27])=[O:24])=[C:4]([F:31])[CH:3]=1.Cl[CH2:33][C:34]1[C:39]([F:40])=[CH:38][C:37]([CH3:41])=[CH:36][N:35]=1.C([O-])([O-])=O.[Cs+].[Cs+]. Product: [Br:1][C:2]1[CH:29]=[C:28]([F:30])[C:5]([CH2:6][N:7]2[C:11]3[CH:12]=[C:13]([O:16][CH2:33][C:34]4[C:39]([F:40])=[CH:38][C:37]([CH3:41])=[CH:36][N:35]=4)[CH:14]=[CH:15][C:10]=3[N:9]=[C:8]2[C@H:17]2[CH2:22][CH2:21][CH2:20][CH2:19][C@H:18]2[C:23]([O:25][CH2:26][CH3:27])=[O:24])=[C:4]([F:31])[CH:3]=1. The catalyst class is: 10. (4) Reactant: COC1[CH:8]=[C:7](/[CH:9]=[CH:10]/[C:11]2[CH:16]=[C:15]([OH:17])[CH:14]=[C:13]([OH:18])[CH:12]=2)[CH:6]=CC=1O. Product: [OH:17][C:15]1[CH:16]=[C:11]2[C:12](=[C:13]([OH:18])[CH:14]=1)[CH:8]=[C:7]([CH2:6][O:18]/[CH:13]=[CH:14]/[C:15](=[O:17])[CH3:16])[CH:9]=[CH:10]2. The catalyst class is: 5.